This data is from Full USPTO retrosynthesis dataset with 1.9M reactions from patents (1976-2016). The task is: Predict the reactants needed to synthesize the given product. (1) Given the product [CH:32]1[C:31]2[CH:30]([CH2:29][O:28][C:26](=[O:27])[NH:25][C@H:21]([C:22](=[O:23])[NH:8][CH2:1][C:2]3[CH:7]=[CH:6][CH:5]=[CH:4][CH:3]=3)[CH2:20][CH2:19][CH2:18][CH2:17][NH2:16])[C:42]3[C:37](=[CH:38][CH:39]=[CH:40][CH:41]=3)[C:36]=2[CH:35]=[CH:34][CH:33]=1, predict the reactants needed to synthesize it. The reactants are: [CH2:1]([NH2:8])[C:2]1[CH:7]=[CH:6][CH:5]=[CH:4][CH:3]=1.C(OC([NH:16][CH2:17][CH2:18][CH2:19][CH2:20][C@H:21]([NH:25][C:26]([O:28][CH2:29][CH:30]1[C:42]2[CH:41]=[CH:40][CH:39]=[CH:38][C:37]=2[C:36]2[C:31]1=[CH:32][CH:33]=[CH:34][CH:35]=2)=[O:27])[C:22](O)=[O:23])=O)(C)(C)C. (2) Given the product [F:23][C:15]1[CH:14]=[C:13]([C:11]2[CH:10]=[C:9]([C:24]([F:27])([F:26])[F:25])[N:8]=[C:7]([N:5]3[CH:6]=[C:2]([C:32]4[CH:33]=[CH:34][C:29]([NH2:28])=[N:30][CH:31]=4)[N:3]=[CH:4]3)[N:12]=2)[CH:18]=[CH:17][C:16]=1[C:19]([F:22])([F:21])[F:20], predict the reactants needed to synthesize it. The reactants are: Br[C:2]1[N:3]=[CH:4][N:5]([C:7]2[N:12]=[C:11]([C:13]3[CH:18]=[CH:17][C:16]([C:19]([F:22])([F:21])[F:20])=[C:15]([F:23])[CH:14]=3)[CH:10]=[C:9]([C:24]([F:27])([F:26])[F:25])[N:8]=2)[CH:6]=1.[NH2:28][C:29]1[CH:34]=[CH:33][C:32](B2OC(C)(C)C(C)(C)O2)=[CH:31][N:30]=1. (3) Given the product [NH2:13][C:11]1[O:12][CH:2]=[C:3]([C:4]([O:6][CH2:7][CH3:8])=[O:5])[N:10]=1, predict the reactants needed to synthesize it. The reactants are: Br[CH2:2][C:3](=O)[C:4]([O:6][CH2:7][CH3:8])=[O:5].[NH2:10][C:11]([NH2:13])=[O:12]. (4) The reactants are: Br[CH2:2][CH2:3][CH2:4][OH:5].[NH:6]1[CH2:10][CH2:9][CH2:8][CH2:7]1. Given the product [N:6]1([CH2:2][CH2:3][CH2:4][OH:5])[CH2:10][CH2:9][CH2:8][CH2:7]1, predict the reactants needed to synthesize it. (5) Given the product [OH:20][C@H:19]([C:21]1[CH:22]=[N:23][CH:24]=[CH:25][CH:26]=1)[CH2:18][NH:17][C:14]([C@H:9]1[CH2:8][CH2:7][C:6]2[C:11](=[CH:12][CH:13]=[C:4]([N+:1]([O-:3])=[O:2])[CH:5]=2)[O:10]1)=[O:16], predict the reactants needed to synthesize it. The reactants are: [N+:1]([C:4]1[CH:5]=[C:6]2[C:11](=[CH:12][CH:13]=1)[O:10][C@@H:9]([C:14]([OH:16])=O)[CH2:8][CH2:7]2)([O-:3])=[O:2].[NH2:17][CH2:18][C@@H:19]([C:21]1[CH:22]=[N:23][CH:24]=[CH:25][CH:26]=1)[OH:20].C(N(CC)CC)C.OC1C2N=NNC=2C=CC=1.CCN=C=NCCCN(C)C.